Task: Regression. Given a peptide amino acid sequence and an MHC pseudo amino acid sequence, predict their binding affinity value. This is MHC class I binding data.. Dataset: Peptide-MHC class I binding affinity with 185,985 pairs from IEDB/IMGT (1) The peptide sequence is TEMYIMYAM. The MHC is HLA-A11:01 with pseudo-sequence HLA-A11:01. The binding affinity (normalized) is 0.213. (2) The peptide sequence is CSDDGFWSK. The MHC is HLA-A31:01 with pseudo-sequence HLA-A31:01. The binding affinity (normalized) is 0.0847. (3) The peptide sequence is EEILSQLY. The MHC is Mamu-B17 with pseudo-sequence Mamu-B17. The binding affinity (normalized) is 0. (4) The peptide sequence is GVYDYLVST. The MHC is HLA-A02:01 with pseudo-sequence HLA-A02:01. The binding affinity (normalized) is 0.629. (5) The peptide sequence is PLTSLVITY. The MHC is HLA-A03:01 with pseudo-sequence HLA-A03:01. The binding affinity (normalized) is 0.118. (6) The peptide sequence is NPTNILDVK. The MHC is Mamu-B6601 with pseudo-sequence Mamu-B6601. The binding affinity (normalized) is 0.497.